This data is from Forward reaction prediction with 1.9M reactions from USPTO patents (1976-2016). The task is: Predict the product of the given reaction. (1) Given the reactants F[C:2]1[CH:7]=[CH:6][C:5]([N+:8]([O-:10])=[O:9])=[C:4]([CH3:11])[CH:3]=1.[OH-].[K+].[NH:14]1[CH:18]=[CH:17][N:16]=[CH:15]1, predict the reaction product. The product is: [CH3:11][C:4]1[CH:3]=[C:2]([N:14]2[CH:18]=[CH:17][N:16]=[CH:15]2)[CH:7]=[CH:6][C:5]=1[N+:8]([O-:10])=[O:9]. (2) Given the reactants [C:1]([O:5][C:6](=[O:25])[NH:7][C:8]1[CH2:13][N:12]([CH3:14])[C:11](=[O:15])[C:10]([C:17]2[CH:22]=[C:21]([NH2:23])[CH:20]=[CH:19][C:18]=2[F:24])([CH3:16])[N:9]=1)([CH3:4])([CH3:3])[CH3:2].[Br:26][C:27]1[CH:28]=[CH:29][C:30]([C:33](O)=[O:34])=[N:31][CH:32]=1.C1C=NC2N(O)N=NC=2C=1.C(Cl)CCl.Cl.CCN(CC)CC, predict the reaction product. The product is: [C:1]([O:5][C:6](=[O:25])[NH:7][C:8]1[CH2:13][N:12]([CH3:14])[C:11](=[O:15])[C:10]([C:17]2[CH:22]=[C:21]([NH:23][C:33]([C:30]3[CH:29]=[CH:28][C:27]([Br:26])=[CH:32][N:31]=3)=[O:34])[CH:20]=[CH:19][C:18]=2[F:24])([CH3:16])[N:9]=1)([CH3:2])([CH3:3])[CH3:4]. (3) Given the reactants Cl[C:2]1[C:7]2[CH:8]=[CH:9][C:10]([N+:12]([O-:14])=[O:13])=[CH:11][C:6]=2[O:5][C:4]([CH3:16])([CH3:15])[N:3]=1.[F:17][C:18]1[CH:23]=[CH:22][C:21](B(O)O)=[CH:20][CH:19]=1.C(=O)([O-])[O-].[K+].[K+].C(OCC)(=O)C, predict the reaction product. The product is: [F:17][C:18]1[CH:23]=[CH:22][C:21]([C:2]2[C:7]3[CH:8]=[CH:9][C:10]([N+:12]([O-:14])=[O:13])=[CH:11][C:6]=3[O:5][C:4]([CH3:16])([CH3:15])[N:3]=2)=[CH:20][CH:19]=1. (4) Given the reactants [N+](C1C=CC([O:10][C:11]([N:13]2[C:18](=[O:19])[CH2:17][O:16][CH:15]([CH3:20])[CH:14]2[C:21]2[CH:26]=[CH:25][C:24]([F:27])=[C:23]([F:28])[CH:22]=2)=[O:12])=CC=1)([O-])=O.CO, predict the reaction product. The product is: [F:28][C:23]1[CH:22]=[C:21]([CH:14]2[CH:15]([CH3:20])[O:16][CH2:17][C:18](=[O:19])[N:13]2[C:11]([OH:12])=[O:10])[CH:26]=[CH:25][C:24]=1[F:27]. (5) The product is: [CH2:2]([O:6][C:8]1[N:16]=[C:15]2[C:11]([NH:12][CH:13]=[N:14]2)=[C:10]([NH2:17])[N:9]=1)[CH2:3][CH2:4][CH3:5]. Given the reactants [Na].[CH2:2]([OH:6])[CH2:3][CH2:4][CH3:5].Cl[C:8]1[N:16]=[C:15]2[C:11]([NH:12][CH:13]=[N:14]2)=[C:10]([NH2:17])[N:9]=1, predict the reaction product.